This data is from Forward reaction prediction with 1.9M reactions from USPTO patents (1976-2016). The task is: Predict the product of the given reaction. Given the reactants [CH2:1]([NH:3][CH2:4][CH3:5])[CH3:2].CN(C)C=O.F[C:12]1[CH:17]=[CH:16][C:15]([C:18]([F:21])([F:20])[F:19])=[CH:14][C:13]=1[N+:22]([O-:24])=[O:23], predict the reaction product. The product is: [CH2:1]([N:3]([CH2:4][CH3:5])[C:12]1[CH:17]=[CH:16][C:15]([C:18]([F:21])([F:20])[F:19])=[CH:14][C:13]=1[N+:22]([O-:24])=[O:23])[CH3:2].